From a dataset of Full USPTO retrosynthesis dataset with 1.9M reactions from patents (1976-2016). Predict the reactants needed to synthesize the given product. (1) Given the product [CH:1]1([C:7]([C:9]2[N:14]=[C:13]3[N:15]([CH2:21][CH2:22][O:23][C:24]4[CH:29]=[CH:28][C:27]([CH2:30][CH:31]([O:36][CH2:37][CH3:38])[C:32]([O:34][CH3:35])=[O:33])=[CH:26][CH:25]=4)[CH:16]=[CH:17][C:12]3=[CH:11][CH:10]=2)=[O:42])[CH2:2][CH2:3][CH2:4][CH2:5][CH2:6]1, predict the reactants needed to synthesize it. The reactants are: [CH:1]1([C:7]([C:9]2[N:14]=[C:13]3[NH:15][CH:16]=[CH:17][C:12]3=[CH:11][CH:10]=2)=C)[CH2:6][CH2:5][CH2:4][CH2:3][CH2:2]1.[H-].[Na+].Br[CH2:21][CH2:22][O:23][C:24]1[CH:29]=[CH:28][C:27]([CH2:30][CH:31]([O:36][CH2:37][CH3:38])[C:32]([O:34][CH3:35])=[O:33])=[CH:26][CH:25]=1.CN(C)C=[O:42]. (2) Given the product [C@@H:18]([NH:21][C:2]1[C:3](=[O:16])[NH:4][C:5]2[C:10]([N:11]=1)=[CH:9][C:8]([C:12]([O:14][CH3:15])=[O:13])=[CH:7][CH:6]=2)([CH2:19][CH3:20])[CH3:17], predict the reactants needed to synthesize it. The reactants are: Cl[C:2]1[C:3](=[O:16])[NH:4][C:5]2[C:10]([N:11]=1)=[CH:9][C:8]([C:12]([O:14][CH3:15])=[O:13])=[CH:7][CH:6]=2.[CH3:17][C@H:18]([NH2:21])[CH2:19][CH3:20].CCN(C(C)C)C(C)C. (3) The reactants are: [NH2:1][C:2]1[CH:3]=[C:4]([OH:12])[C:5](=[CH:10][CH:11]=1)[C:6]([O:8][CH3:9])=[O:7].[C:13]1([S:19](Cl)(=[O:21])=[O:20])[CH:18]=[CH:17][CH:16]=[CH:15][CH:14]=1. Given the product [OH:12][C:4]1[CH:3]=[C:2]([NH:1][S:19]([C:13]2[CH:18]=[CH:17][CH:16]=[C:15]([S:19]([CH3:13])(=[O:21])=[O:20])[CH:14]=2)(=[O:21])=[O:20])[CH:11]=[CH:10][C:5]=1[C:6]([O:8][CH3:9])=[O:7], predict the reactants needed to synthesize it. (4) Given the product [CH3:25][C:23]1([CH3:24])[O:22][C:21]([NH:26][C@H:27]([C:38]2[CH:43]=[CH:42][CH:41]=[CH:40][C:39]=2[F:44])[CH2:28][CH2:29][OH:30])=[N:20][S:19](=[O:46])(=[O:45])[CH:18]1[C:15]1[CH:14]=[CH:13][C:12]([C:3]2[CH:4]=[CH:5][CH:6]=[CH:7][C:2]=2[CH3:1])=[CH:17][CH:16]=1, predict the reactants needed to synthesize it. The reactants are: [CH3:1][C:2]1[CH:7]=[CH:6][CH:5]=[CH:4][C:3]=1B(O)O.Br[C:12]1[CH:17]=[CH:16][C:15]([CH:18]2[C:23]([CH3:25])([CH3:24])[O:22][C:21]([NH:26][C@H:27]([C:38]3[CH:43]=[CH:42][CH:41]=[CH:40][C:39]=3[F:44])[CH2:28][CH2:29][O:30][Si](C(C)(C)C)(C)C)=[N:20][S:19]2(=[O:46])=[O:45])=[CH:14][CH:13]=1.C(=O)([O-])[O-].[Cs+].[Cs+].C(OCC)(=O)C.